This data is from Reaction yield outcomes from USPTO patents with 853,638 reactions. The task is: Predict the reaction yield, written as a fraction of the theoretical maximum amount of product (1.0 means a 100% yield; for example, 0.34 means a 34% yield). (1) The reactants are C1(C[O:5][C:6](=[O:33])[CH:7]([C:12]2[CH:17]=[C:16]([O:18][CH2:19][CH:20]3[CH2:22][CH2:21]3)[C:15]([C:23]3[CH:24]=[CH:25][C:26]4[C:27]([CH:31]=3)=[N:28][O:29][N:30]=4)=[C:14]([Cl:32])[CH:13]=2)[CH2:8][CH:9]([CH3:11])[CH3:10])CC1.[OH-].[K+]. The yield is 0.700. The product is [N:30]1[O:29][N:28]=[C:27]2[CH:31]=[C:23]([C:15]3[C:16]([O:18][CH2:19][CH:20]4[CH2:22][CH2:21]4)=[CH:17][C:12]([CH:7]([CH2:8][CH:9]([CH3:10])[CH3:11])[C:6]([OH:33])=[O:5])=[CH:13][C:14]=3[Cl:32])[CH:24]=[CH:25][C:26]=12. The catalyst is CCO.O. (2) The reactants are [Cl:1][C:2]1[CH:3]=[C:4]2[C:8](=[C:9]([N+:11]([O-])=O)[CH:10]=1)[NH:7][C:6]([CH2:14][N:15]1[CH2:20][CH2:19][NH:18][C:17](=[O:21])[CH2:16]1)=[CH:5]2.CO.O.[Cl-].[NH4+]. The catalyst is O1CCCC1.[Fe]. The product is [NH2:11][C:9]1[CH:10]=[C:2]([Cl:1])[CH:3]=[C:4]2[C:8]=1[NH:7][C:6]([CH2:14][N:15]1[CH2:20][CH2:19][NH:18][C:17](=[O:21])[CH2:16]1)=[CH:5]2. The yield is 0.850.